Predict which catalyst facilitates the given reaction. From a dataset of Catalyst prediction with 721,799 reactions and 888 catalyst types from USPTO. (1) Reactant: [C:1]([O:5][C:6]([NH:8][C@H:9]([C:38]1[CH:43]=[CH:42][CH:41]=[CH:40][CH:39]=1)[CH2:10][N:11]1[C:16](=[O:17])[C:15]([C:18]2[CH:23]=[CH:22][CH:21]=[C:20]([O:24][CH3:25])[C:19]=2[F:26])=[C:14]([CH3:27])[N:13]([CH2:28][C:29]2[C:34](F)=[CH:33][CH:32]=[CH:31][C:30]=2[F:36])[C:12]1=[O:37])=[O:7])([CH3:4])([CH3:3])[CH3:2].[CH3:44][S-:45].[Na+]. Product: [C:1]([O:5][C:6]([NH:8][C@H:9]([C:38]1[CH:43]=[CH:42][CH:41]=[CH:40][CH:39]=1)[CH2:10][N:11]1[C:16](=[O:17])[C:15]([C:18]2[CH:23]=[CH:22][CH:21]=[C:20]([O:24][CH3:25])[C:19]=2[F:26])=[C:14]([CH3:27])[N:13]([CH2:28][C:29]2[C:34]([S:45][CH3:44])=[CH:33][CH:32]=[CH:31][C:30]=2[F:36])[C:12]1=[O:37])=[O:7])([CH3:4])([CH3:3])[CH3:2]. The catalyst class is: 16. (2) Reactant: [C:1]([N:5]1[C:9]2=[N:10][CH:11]=[N:12][C:13]([NH2:14])=[C:8]2[C:7]([C:15]2[CH:20]=[CH:19][C:18]([Cl:21])=[CH:17][CH:16]=2)=[N:6]1)([CH3:4])([CH3:3])[CH3:2].Cl. Product: [ClH:21].[C:1]([N:5]1[C:9]2=[N:10][CH:11]=[N:12][C:13]([NH2:14])=[C:8]2[C:7]([C:15]2[CH:16]=[CH:17][C:18]([Cl:21])=[CH:19][CH:20]=2)=[N:6]1)([CH3:4])([CH3:2])[CH3:3]. The catalyst class is: 22. (3) Reactant: Cl.[NH:2]1[C:10]2[C:5](=[CH:6][C:7]([C:11]([O:13][CH3:14])=[O:12])=[CH:8][CH:9]=2)[CH2:4][CH2:3]1.[C:15](Cl)(=[O:22])[C:16]1[CH:21]=[CH:20][CH:19]=[CH:18][CH:17]=1.CCN(CC)CC. Product: [CH3:14][O:13][C:11]([C:7]1[CH:6]=[C:5]2[C:10](=[CH:9][CH:8]=1)[N:2]([C:15](=[O:22])[C:16]1[CH:21]=[CH:20][CH:19]=[CH:18][CH:17]=1)[CH2:3][CH2:4]2)=[O:12]. The catalyst class is: 2. (4) Reactant: [NH2:1][C:2]1[CH:3]=[C:4]2[C:9](=[CH:10][CH:11]=1)[N:8]=[CH:7][C:6]([C:12]#[N:13])=[C:5]2[NH:14][C:15]1[CH:20]=[CH:19][C:18]([F:21])=[C:17]([Cl:22])[CH:16]=1.[N:23]1[CH:28]=[CH:27][N:26]=[CH:25][C:24]=1[C:29](=O)[CH3:30].[BH3-]C#N.[Na+]. Product: [Cl:22][C:17]1[CH:16]=[C:15]([NH:14][C:5]2[C:4]3[C:9](=[CH:10][CH:11]=[C:2]([NH:1][CH:29]([C:24]4[CH:25]=[N:26][CH:27]=[CH:28][N:23]=4)[CH3:30])[CH:3]=3)[N:8]=[CH:7][C:6]=2[C:12]#[N:13])[CH:20]=[CH:19][C:18]=1[F:21]. The catalyst class is: 14. (5) Reactant: [Cl:1][C:2]1[C:7]([N+:8]([O-:10])=[O:9])=[C:6](Cl)[CH:5]=[CH:4][N:3]=1.[NH2:12][CH2:13][CH2:14][NH:15][C:16](=[O:22])[O:17][C:18]([CH3:21])([CH3:20])[CH3:19].CCN(CC)CC. Product: [Cl:1][C:2]1[C:7]([N+:8]([O-:10])=[O:9])=[C:6]([NH:12][CH2:13][CH2:14][NH:15][C:16](=[O:22])[O:17][C:18]([CH3:20])([CH3:19])[CH3:21])[CH:5]=[CH:4][N:3]=1. The catalyst class is: 3. (6) The catalyst class is: 8. Reactant: [CH3:1][N:2]([CH3:28])[CH2:3][CH2:4][N:5]1[C:9]2[CH:10]=[CH:11][C:12]([S:14]([C@H:17]3[CH2:21][CH2:20][N:19]([CH3:22])[CH2:18]3)(=[O:16])=[O:15])=[CH:13][C:8]=2[N:7]=[C:6]1[CH2:23][C:24]([CH3:27])([CH3:26])[CH3:25].[ClH:29].C(OCC)(=O)C. Product: [ClH:29].[ClH:29].[CH3:1][N:2]([CH3:28])[CH2:3][CH2:4][N:5]1[C:9]2[CH:10]=[CH:11][C:12]([S:14]([C@H:17]3[CH2:21][CH2:20][N:19]([CH3:22])[CH2:18]3)(=[O:15])=[O:16])=[CH:13][C:8]=2[N:7]=[C:6]1[CH2:23][C:24]([CH3:26])([CH3:25])[CH3:27]. (7) Reactant: [Cl-].O[NH3+:3].[C:4](=[O:7])([O-])[OH:5].[Na+].CS(C)=O.[CH2:13]([C:17]1[N:18]([CH2:32][C:33]2[CH:38]=[CH:37][C:36]([C:39]3[C:40]([C:45]#[N:46])=[CH:41][CH:42]=[CH:43][CH:44]=3)=[CH:35][CH:34]=2)[C:19](=[O:31])[C:20]([CH2:24][CH:25]([OH:30])[C:26]([CH3:29])([CH3:28])[CH3:27])=[C:21]([CH3:23])[N:22]=1)[CH2:14][CH2:15][CH3:16]. Product: [CH2:13]([C:17]1[N:18]([CH2:32][C:33]2[CH:34]=[CH:35][C:36]([C:39]3[CH:44]=[CH:43][CH:42]=[CH:41][C:40]=3[C:45]3[NH:3][C:4](=[O:7])[O:5][N:46]=3)=[CH:37][CH:38]=2)[C:19](=[O:31])[C:20]([CH2:24][CH:25]([OH:30])[C:26]([CH3:28])([CH3:29])[CH3:27])=[C:21]([CH3:23])[N:22]=1)[CH2:14][CH2:15][CH3:16]. The catalyst class is: 69. (8) The catalyst class is: 6. Product: [CH3:1][C:2]1[O:3][CH:4]=[C:5]([C:7]2[CH:12]=[CH:11][C:10]([NH2:13])=[CH:9][CH:8]=2)[N:6]=1. Reactant: [CH3:1][C:2]1[O:3][CH:4]=[C:5]([C:7]2[CH:12]=[CH:11][C:10]([N+:13]([O-])=O)=[CH:9][CH:8]=2)[N:6]=1.O.O.Cl[Sn]Cl.CCO.[OH-].[K+]. (9) Reactant: [H-].[Na+].C[C:4]1[CH:9]=[CH:8][C:7]([SH:10])=[CH:6][CH:5]=1.C1(S(O[CH2:21][CH2:22][CH2:23][CH2:24][CH2:25][CH2:26][CH2:27][CH2:28][C:29]2[CH2:31][CH:30]=2)(=O)=O)C=CC=CC=1.O.[CH3:33]N(C)C=O. Product: [CH3:33][CH:25]([CH2:24][CH2:23][CH2:22][CH2:21][S:10][C:7]1[CH:6]=[CH:5][CH:4]=[CH:9][CH:8]=1)[CH2:26][CH2:27][CH2:28][C:29]1[CH2:31][CH:30]=1. The catalyst class is: 13. (10) Reactant: [C:1]([C:5]1[CH:6]=[CH:7][C:8]2[CH2:9][C:10]3[C:15]([C:16]=2[CH:17]=1)=[CH:14][C:13]([C:18]([CH3:21])([CH3:20])[CH3:19])=[CH:12][CH:11]=3)([CH3:4])([CH3:3])[CH3:2].CCCCCC.C([Li])CCC.[C:33]1([C:39]([C:45]2[CH:50]=[CH:49][CH:48]=[CH:47][CH:46]=2)=[C:40]2[CH:44]=[CH:43][CH:42]=[CH:41]2)[CH:38]=[CH:37][CH:36]=[CH:35][CH:34]=1. Product: [CH:40]1([C:39]([C:45]2[CH:50]=[CH:49][CH:48]=[CH:47][CH:46]=2)([C:33]2[CH:34]=[CH:35][CH:36]=[CH:37][CH:38]=2)[C:11]2[C:10]3[CH2:9][C:8]4[C:16](=[CH:17][C:5]([C:1]([CH3:4])([CH3:3])[CH3:2])=[CH:6][CH:7]=4)[C:15]=3[CH:14]=[C:13]([C:18]([CH3:21])([CH3:20])[CH3:19])[CH:12]=2)[CH:41]=[CH:42][CH:43]=[CH:44]1. The catalyst class is: 20.